This data is from Reaction yield outcomes from USPTO patents with 853,638 reactions. The task is: Predict the reaction yield, written as a fraction of the theoretical maximum amount of product (1.0 means a 100% yield; for example, 0.34 means a 34% yield). (1) The reactants are [C:1]([O:5][C:6]([NH:8][C:9]1[CH:14]=[C:13]([O:15][C:16]2[CH:25]=[C:24]3[C:19]([CH:20]=[CH:21][C:22]([C:26](O)=[O:27])=[CH:23]3)=[CH:18][CH:17]=2)[CH:12]=[CH:11][N:10]=1)=[O:7])([CH3:4])([CH3:3])[CH3:2].[Cl:29][C:30]1[CH:36]=[CH:35][C:33]([NH2:34])=[CH:32][C:31]=1[C:37]([F:40])([F:39])[F:38].CCN=C=NCCCN(C)C.Cl. The catalyst is C(Cl)Cl.CN(C1C=CN=CC=1)C.CCOC(C)=O. The product is [Cl:29][C:30]1[CH:36]=[CH:35][C:33]([NH:34][C:26]([C:22]2[CH:23]=[C:24]3[C:19]([CH:18]=[CH:17][C:16]([O:15][C:13]4[CH:12]=[CH:11][N:10]=[C:9]([NH:8][C:6](=[O:7])[O:5][C:1]([CH3:4])([CH3:2])[CH3:3])[CH:14]=4)=[CH:25]3)=[CH:20][CH:21]=2)=[O:27])=[CH:32][C:31]=1[C:37]([F:38])([F:39])[F:40]. The yield is 0.818. (2) The reactants are C([O:3][C:4](=[O:44])[CH2:5][CH2:6][CH2:7][O:8][C:9]1[CH:14]=[CH:13][CH:12]=[C:11]([CH2:15][CH2:16][CH2:17][CH2:18][CH2:19][CH2:20][O:21][C:22]2[CH:27]=[C:26]([C:28]3[N:29]=[CH:30][S:31][CH:32]=3)[CH:25]=[C:24]([S:33]([CH3:36])(=[O:35])=[O:34])[CH:23]=2)[C:10]=1[CH2:37][CH2:38][C:39]([O:41]CC)=[O:40])C.Cl. The catalyst is CCO.[OH-].[Na+]. The product is [C:39]([CH2:38][CH2:37][C:10]1[C:11]([CH2:15][CH2:16][CH2:17][CH2:18][CH2:19][CH2:20][O:21][C:22]2[CH:27]=[C:26]([C:28]3[N:29]=[CH:30][S:31][CH:32]=3)[CH:25]=[C:24]([S:33]([CH3:36])(=[O:35])=[O:34])[CH:23]=2)=[CH:12][CH:13]=[CH:14][C:9]=1[O:8][CH2:7][CH2:6][CH2:5][C:4]([OH:44])=[O:3])([OH:41])=[O:40]. The yield is 0.460. (3) The reactants are [CH3:1][O:2][C:3]1[CH:4]=[C:5]2[C:10](=[CH:11][C:12]=1[O:13][CH3:14])[N:9]=[CH:8][CH:7]=[C:6]2[O:15][C:16]1[CH:22]=[CH:21][C:19]([NH2:20])=[C:18]([CH3:23])[C:17]=1[CH3:24].Cl[C:26](Cl)([O:28]C(=O)OC(Cl)(Cl)Cl)Cl.[C:37]1([CH:43]([OH:46])[CH2:44][CH3:45])[CH:42]=[CH:41][CH:40]=[CH:39][CH:38]=1.C(=O)(O)[O-].[Na+]. The catalyst is C(Cl)Cl.C(N(CC)CC)C.C1(C)C=CC=CC=1. The product is [CH3:1][O:2][C:3]1[CH:4]=[C:5]2[C:10](=[CH:11][C:12]=1[O:13][CH3:14])[N:9]=[CH:8][CH:7]=[C:6]2[O:15][C:16]1[CH:22]=[CH:21][C:19]([NH:20][C:26](=[O:28])[O:46][CH:43]([C:37]2[CH:42]=[CH:41][CH:40]=[CH:39][CH:38]=2)[CH2:44][CH3:45])=[C:18]([CH3:23])[C:17]=1[CH3:24]. The yield is 0.660. (4) The reactants are [C:1]([OH:6])#[C:2][CH2:3][CH2:4][CH3:5].[Si:7](Cl)([C:20]([CH3:23])([CH3:22])[CH3:21])([C:14]1[CH:19]=[CH:18][CH:17]=[CH:16][CH:15]=1)[C:8]1[CH:13]=[CH:12][CH:11]=[CH:10][CH:9]=1.CCN(CC)CC.C([O-])([O-])=O.[K+].[K+]. The catalyst is C(Cl)Cl. The product is [C:20]([Si:7]([O:6][CH2:1][CH2:2][CH2:3][C:4]#[CH:5])([C:14]1[CH:19]=[CH:18][CH:17]=[CH:16][CH:15]=1)[C:8]1[CH:9]=[CH:10][CH:11]=[CH:12][CH:13]=1)([CH3:23])([CH3:21])[CH3:22]. The yield is 0.980. (5) The reactants are [C:1]([OH:9])(=O)[C:2]1[CH:7]=[CH:6][N:5]=[CH:4][CH:3]=1.[C:10]1([CH:16]([NH2:26])[C:17]2[NH:25][C:20]3=[CH:21][N:22]=[CH:23][CH:24]=[C:19]3[CH:18]=2)[CH:15]=[CH:14][CH:13]=[CH:12][CH:11]=1. No catalyst specified. The product is [C:10]1([CH:16]([C:17]2[NH:25][C:20]3=[CH:21][N:22]=[CH:23][CH:24]=[C:19]3[CH:18]=2)[NH:26][C:1](=[O:9])[C:2]2[CH:3]=[CH:4][N:5]=[CH:6][CH:7]=2)[CH:11]=[CH:12][CH:13]=[CH:14][CH:15]=1. The yield is 0.440. (6) The reactants are [CH:1]([N:4]1[C:8]([C:9]2[N:10]=[C:11]3[C:17]4[CH:18]=[N:19][C:20]([OH:22])=[CH:21][C:16]=4[O:15][CH2:14][CH2:13][N:12]3[CH:23]=2)=[N:7][C:6]([CH3:24])=[N:5]1)([CH3:3])[CH3:2].ClC1C=CC(N([S:33]([C:36]([F:39])([F:38])[F:37])(=[O:35])=[O:34])[S:33]([C:36]([F:39])([F:38])[F:37])(=[O:35])=[O:34])=NC=1.C(N(CC)CC)C. The catalyst is CN(C)C(=O)C.Cl.C(OCC)(=O)C. The product is [F:37][C:36]([F:39])([F:38])[S:33]([O:22][C:20]1[N:19]=[CH:18][C:17]2[C:11]3[N:12]([CH:23]=[C:9]([C:8]4[N:4]([CH:1]([CH3:3])[CH3:2])[N:5]=[C:6]([CH3:24])[N:7]=4)[N:10]=3)[CH2:13][CH2:14][O:15][C:16]=2[CH:21]=1)(=[O:35])=[O:34]. The yield is 0.710. (7) The reactants are [CH3:1][C:2]1[CH:7]=[CH:6][CH:5]=[CH:4][C:3]=1[C:8]1[O:12][C:11]([CH:13]=[O:14])=[CH:10][CH:9]=1.[Br:15]N1C(=O)CCC1=O. The catalyst is C(#N)C. The product is [Br:15][C:9]1[CH:10]=[C:11]([CH:13]=[O:14])[O:12][C:8]=1[C:3]1[CH:4]=[CH:5][CH:6]=[CH:7][C:2]=1[CH3:1]. The yield is 0.770. (8) The catalyst is C1COCC1.[Cu]I. The yield is 0.870. The reactants are [CH2:1]([O:3][C:4](=[O:19])[NH:5][C:6]1[C:11]([O:12][C:13]([F:16])([F:15])[F:14])=[CH:10][CH:9]=[C:8]([F:17])[C:7]=1I)[CH3:2].[Si:20]([C:24]#[CH:25])([CH3:23])([CH3:22])[CH3:21].[Cl-]. The product is [CH2:1]([O:3][C:4](=[O:19])[NH:5][C:6]1[C:11]([O:12][C:13]([F:16])([F:15])[F:14])=[CH:10][CH:9]=[C:8]([F:17])[C:7]=1[C:25]#[C:24][Si:20]([CH3:23])([CH3:22])[CH3:21])[CH3:2].